This data is from Forward reaction prediction with 1.9M reactions from USPTO patents (1976-2016). The task is: Predict the product of the given reaction. (1) Given the reactants [CH3:1][NH:2][C:3]1[C:8]([C:9]2[N:13]=[C:12]([C:14]3[CH:19]=[CH:18][C:17](Br)=[CH:16][CH:15]=3)[O:11][N:10]=2)=[CH:7][CH:6]=[CH:5][N:4]=1.[S:21]1[CH:25]=[CH:24][C:23](B(O)O)=[CH:22]1.[F-].[K+], predict the reaction product. The product is: [CH3:1][NH:2][C:3]1[C:8]([C:9]2[N:13]=[C:12]([C:14]3[CH:19]=[CH:18][C:17]([C:23]4[CH:24]=[CH:25][S:21][CH:22]=4)=[CH:16][CH:15]=3)[O:11][N:10]=2)=[CH:7][CH:6]=[CH:5][N:4]=1. (2) Given the reactants Br[C:2]1[CH:34]=[N:33][C:5]2[NH:6][C:7]([C:12]3[C:13](=[O:32])[N:14]([CH2:24][C:25]4[CH:30]=[CH:29][C:28]([F:31])=[CH:27][CH:26]=4)[CH:15]4[CH:20]([C:21]=3[OH:22])[CH:19]3[CH2:23][CH:16]4[CH2:17][CH2:18]3)=[N:8][S:9](=[O:11])(=[O:10])[C:4]=2[CH:3]=1.C([O-])=O.[NH4+].C(OCC)(=O)C, predict the reaction product. The product is: [O:11]=[S:9]1(=[O:10])[C:4]2[CH:3]=[CH:2][CH:34]=[N:33][C:5]=2[NH:6][C:7]([C:12]2[C:13](=[O:32])[N:14]([CH2:24][C:25]3[CH:26]=[CH:27][C:28]([F:31])=[CH:29][CH:30]=3)[C@@H:15]3[C@H:20]([C:21]=2[OH:22])[C@@H:19]2[CH2:23][C@H:16]3[CH2:17][CH2:18]2)=[N:8]1. (3) The product is: [Cl:15][C:16]1[C:21]([NH:22][C:23]2[C:32]3[C:27](=[CH:28][C:29]([O:40][CH:41]([CH3:42])[CH3:43])=[CH:30][C:31]=3[O:33][CH:34]3[CH2:35][CH2:36][NH:37][CH:38]([CH3:1])[CH2:39]3)[N:26]=[CH:25][N:24]=2)=[C:20]2[O:44][CH2:45][O:46][C:19]2=[CH:18][CH:17]=1. Given the reactants [C:1](O[BH-](OC(=O)C)OC(=O)C)(=O)C.[Na+].[Cl:15][C:16]1[C:21]([NH:22][C:23]2[C:32]3[C:27](=[CH:28][C:29]([O:40][CH:41]([CH3:43])[CH3:42])=[CH:30][C:31]=3[O:33][CH:34]3[CH2:39][CH2:38][NH:37][CH2:36][CH2:35]3)[N:26]=[CH:25][N:24]=2)=[C:20]2[O:44][CH2:45][O:46][C:19]2=[CH:18][CH:17]=1.C=O.C(O)(=O)C, predict the reaction product. (4) Given the reactants Cl[C:2]1[C:3]2[C:4](=[N:18][N:19]([CH3:21])[CH:20]=2)[N:5]=[C:6]([C:8]([F:17])([F:16])[C:9]2[CH:14]=[CH:13][C:12]([F:15])=[CH:11][CH:10]=2)[N:7]=1.[NH:22]1[CH:26]=[CH:25][C:24]([NH2:27])=[N:23]1.Cl.O1CCOCC1.O, predict the reaction product. The product is: [F:16][C:8]([F:17])([C:9]1[CH:14]=[CH:13][C:12]([F:15])=[CH:11][CH:10]=1)[C:6]1[N:7]=[C:2]([NH:27][C:24]2[CH:25]=[CH:26][NH:22][N:23]=2)[C:3]2[C:4](=[N:18][N:19]([CH3:21])[CH:20]=2)[N:5]=1. (5) Given the reactants [N:1]1[CH:6]=[CH:5][C:4]([CH2:7][C:8]2[CH:14]=[CH:13][C:11]([NH2:12])=[CH:10][CH:9]=2)=[CH:3][CH:2]=1.C(N(CC)CC)C.[F:22][C:23]([F:34])([F:33])[C:24](O[C:24](=[O:25])[C:23]([F:34])([F:33])[F:22])=[O:25], predict the reaction product. The product is: [F:22][C:23]([F:34])([F:33])[C:24]([NH:12][C:11]1[CH:10]=[CH:9][C:8]([CH2:7][C:4]2[CH:5]=[CH:6][N:1]=[CH:2][CH:3]=2)=[CH:14][CH:13]=1)=[O:25].